Regression/Classification. Given a drug SMILES string, predict its absorption, distribution, metabolism, or excretion properties. Task type varies by dataset: regression for continuous measurements (e.g., permeability, clearance, half-life) or binary classification for categorical outcomes (e.g., BBB penetration, CYP inhibition). Dataset: cyp2c9_veith. From a dataset of CYP2C9 inhibition data for predicting drug metabolism from PubChem BioAssay. The molecule is N=C(N)S[C@H]1c2ccccc2-c2cc([N+](=O)[O-])ccc21. The result is 0 (non-inhibitor).